Dataset: Forward reaction prediction with 1.9M reactions from USPTO patents (1976-2016). Task: Predict the product of the given reaction. (1) The product is: [CH3:16][O:15][N:14]=[C:12]1[CH2:11][C@@H:10]([C:17]2[N:18]=[C:30]([CH2:29][C@H:28]([OH:27])[C:33]3[CH:38]=[CH:37][CH:36]=[CH:35][CH:34]=3)[O:20][N:19]=2)[N:9]([C:7]([C:4]2[CH:3]=[CH:2][C:1]([C:21]3[CH:26]=[CH:25][CH:24]=[CH:23][CH:22]=3)=[CH:6][CH:5]=2)=[O:8])[CH2:13]1. Given the reactants [C:1]1([C:21]2[CH:26]=[CH:25][CH:24]=[CH:23][CH:22]=2)[CH:6]=[CH:5][C:4]([C:7]([N:9]2[CH2:13][C:12](=[N:14][O:15][CH3:16])[CH2:11][C@H:10]2[C:17](=[N:19][OH:20])[NH2:18])=[O:8])=[CH:3][CH:2]=1.[OH:27][C@H:28]([C:33]1[CH:38]=[CH:37][CH:36]=[CH:35][CH:34]=1)[CH2:29][C:30](O)=O, predict the reaction product. (2) The product is: [Cl:1][C:2]1[CH:3]=[CH:4][C:5]([C:8]2[CH:9]=[CH:10][C:11]([CH2:14][O:18][CH2:19][C:30]3([CH3:26])[NH:25][C:20](=[O:23])[NH:24][C:29]3=[O:31])=[CH:12][CH:13]=2)=[CH:6][CH:7]=1. Given the reactants [Cl:1][C:2]1[CH:7]=[CH:6][C:5]([C:8]2[CH:13]=[CH:12][C:11]([CH:14]([O:18][CH3:19])C(=O)C)=[CH:10][CH:9]=2)=[CH:4][CH:3]=1.[C:20](=[O:23])([O-])[O-].[NH4+:24].[NH4+:25].[C-:26]#N.[K+].[CH2:29]([OH:31])[CH3:30], predict the reaction product.